Regression. Given a target protein amino acid sequence and a drug SMILES string, predict the binding affinity score between them. We predict pKi (pKi = -log10(Ki in M); higher means stronger inhibition). Dataset: bindingdb_ki. From a dataset of Drug-target binding data from BindingDB using Ki measurements. (1) The small molecule is C[C@@H]1N[C@@H](O)[C@@H](O)[C@H](O)[C@@H]1O. The target protein (Q2KIM0) has sequence MRSWVVGARLLLLLQLVLVLGAVRLPPCTDPRHCTDPPRYTPDWPSLDSRPLPAWFDEAKFGVFVHWGVFSVPAWGSEWFWWHWQGEKLPQYESFMKENYPPDFSYADFGPRFTARFFNPDSWADLFKAAGAKYVVLTTKHHEGYTNWPSPVSWNWNSKDVGPHRDLVGELGTAIRKRNIRYGLYHSLLEWFHPLYLRDKKNGFKTQYFVNAKTMPELYDLVNRYKPDLIWSDGEWECPDTYWNSTDFLAWLYNDSPVKDEVVVNDRWGQNCSCHHGGYYNCKDKFQPETLPDHKWEMCTSIDQRSWGYRRDMEMADITNESTIISELVQTVSLGGNYLLNVGPTKDGLIVPIFQERLLAVGKWLSINGEAIYASKPWRVQSEKNSVWYTSKGLAVYAILLHWPEYGILSLISPIATSTTKVTMLGIQKDLKWSLNPSGKGLLVFLPQLPPAALPTEFAWTIKLTGVK. The pKi is 9.0. (2) The target protein sequence is MGAGVLALGASEPCNLSSTAPLPDGAATAARLLVPASPPASLLPPTSEGSEPLSPQWTAGMGLLMVLIVLLIVAGNVLVIVAIAKTPRLQTLTNLFIMSLASADLVMGLLVVPFGATIVVWGRWEYGSFFCELWTSVDVLCVTASIETLCVIALDRYLAITSPFRYQSLLTRARARVLVCTVWAISALVSFLPILMHWWRAEGDEARRCYNDPKCCDFVTNRAYAIASSVVSFYVPLCIMAFVYLRVFREAQKQVKKIDSCERRFLGGPGRPPSPVPSPTPGSPRAATDPLANGRTSKRRPSRLVALREQKALKTLGIIMGVFTLCWLPFFLANVVKAFHRDLVPDRLFVFFNWLGYANSAFNPIIYCRSPDFRKAFQRLLCCARRAARRRHTAHGGRPRASGCLARSGPPPSPGAASDEDEDAVGAAPPARLLEPWAGCNGGAATADSDWSLDEPGRAGFASESKV. The pKi is 4.2. The compound is CNCC(O)c1cc(O)c(O)cc1F. (3) The compound is CN1[C@H]2CC(OC(=O)[C@H](CO)c3ccccc3)C[C@H]1[C@@H]1O[C@H]12. The target protein (P08173) has sequence MANFTPVNGSSGNQSVRLVTSSSHNRYETVEMVFIATVTGSLSLVTVVGNILVMLSIKVNRQLQTVNNYFLFSLACADLIIGAFSMNLYTVYIIKGYWPLGAVVCDLWLALDYVVSNASVMNLLIISFDRYFCVTKPLTYPARRTTKMAGLMIAAAWVLSFVLWAPAILFWQFVVGKRTVPDNQCFIQFLSNPAVTFGTAIAAFYLPVVIMTVLYIHISLASRSRVHKHRPEGPKEKKAKTLAFLKSPLMKQSVKKPPPGEAAREELRNGKLEEAPPPALPPPPRPVADKDTSNESSSGSATQNTKERPATELSTTEATTPAMPAPPLQPRALNPASRWSKIQIVTKQTGNECVTAIEIVPATPAGMRPAANVARKFASIARNQVRKKRQMAARERKVTRTIFAILLAFILTWTPYNVMVLVNTFCQSCIPDTVWSIGYWLCYVNSTINPACYALCNATFKKTFRHLLLCQYRNIGTAR. The pKi is 7.4. (4) The target protein (P42263) has sequence MARQKKMGQSVLRAVFFLVLGLLGHSHGGFPNTISIGGLFMRNTVQEHSAFRFAVQLYNTNQNTTEKPFHLNYHVDHLDSSNSFSVTNAFCSQFSRGVYAIFGFYDQMSMNTLTSFCGALHTSFVTPSFPTDADVQFVIQMRPALKGAILSLLGHYKWEKFVYLYDTERGFSILQAIMEAAVQNNWQVTARSVGNIKDVQEFRRIIEEMDRRQEKRYLIDCEVERINTILEQVVILGKHSRGYHYMLANLGFTDILLERVMHGGANITGFQIVNNENPMVQQFIQRWVRLDEREFPEAKNAPLKYTSALTHDAILVIAEAFRYLRRQRVDVSRRGSAGDCLANPAVPWSQGIDIERALKMVQVQGMTGNIQFDTYGRRTNYTIDVYEMKVSGSRKAGYWNEYERFVPFSDQQISNDSASSENRTIVVTTILESPYVMYKKNHEQLEGNERYEGYCVDLAYEIAKHVRIKYKLSIVGDGKYGARDPETKIWNGMVGELVYG.... The pKi is 5.0. The compound is N[C@@H](CCC(=O)O)C(=O)O.